Dataset: Full USPTO retrosynthesis dataset with 1.9M reactions from patents (1976-2016). Task: Predict the reactants needed to synthesize the given product. (1) Given the product [C:28]([O:27][C:25]([N:19]1[CH2:20][CH2:21][N:16]([C:14]([O:13][CH2:6][C:7]2[CH:12]=[CH:11][CH:10]=[CH:9][CH:8]=2)=[O:15])[CH2:17][CH:18]1[C:22]([OH:24])=[O:23])=[O:26])([CH3:31])([CH3:30])[CH3:29], predict the reactants needed to synthesize it. The reactants are: C([O-])(O)=O.[Na+].[CH2:6]([O:13][C:14]([N:16]1[CH2:21][CH2:20][NH:19][CH:18]([C:22]([OH:24])=[O:23])[CH2:17]1)=[O:15])[C:7]1[CH:12]=[CH:11][CH:10]=[CH:9][CH:8]=1.[C:25](O[C:25]([O:27][C:28]([CH3:31])([CH3:30])[CH3:29])=[O:26])([O:27][C:28]([CH3:31])([CH3:30])[CH3:29])=[O:26].Cl. (2) Given the product [C:20]1([S:26]([CH:29]2[CH2:30][C:31]3([CH2:35][CH2:34][N:33]([CH3:36])[C:32]3=[O:37])[NH:38][CH:39]2[C:40]2[CH:45]=[C:44]([C:6]3[CH:7]=[CH:8][C:3]([C:2]([F:13])([F:12])[F:1])=[CH:4][CH:5]=3)[CH:43]=[C:42]([CH3:47])[N:41]=2)(=[O:28])=[O:27])[CH:21]=[CH:22][CH:23]=[CH:24][CH:25]=1, predict the reactants needed to synthesize it. The reactants are: [F:1][C:2]([F:13])([F:12])[C:3]1[CH:8]=[CH:7][C:6](B(O)O)=[CH:5][CH:4]=1.C(=O)([O-])[O-].[Na+].[Na+].[C:20]1([S:26]([CH:29]2[CH:39]([C:40]3[CH:45]=[C:44](Br)[CH:43]=[C:42]([CH3:47])[N:41]=3)[NH:38][C:31]3([CH2:35][CH2:34][N:33]([CH3:36])[C:32]3=[O:37])[CH2:30]2)(=[O:28])=[O:27])[CH:25]=[CH:24][CH:23]=[CH:22][CH:21]=1. (3) The reactants are: [C:1](Cl)(=O)[C:2]([Cl:4])=[O:3].C1(C)C=CC=CC=1.[CH2:14]([O:25][C:26]1[CH:27]=C([CH:32]=[CH:33][CH:34]=1)C(O)=O)[CH2:15][CH2:16][CH2:17][CH2:18][CH2:19][CH2:20][CH2:21][CH2:22][CH2:23][CH3:24]. Given the product [CH2:14]([O:25][C:26]1[CH:27]=[C:1]([CH:32]=[CH:33][CH:34]=1)[C:2]([Cl:4])=[O:3])[CH2:15][CH2:16][CH2:17][CH2:18][CH2:19][CH2:20][CH2:21][CH2:22][CH2:23][CH3:24], predict the reactants needed to synthesize it. (4) Given the product [CH2:14]([Sn:9]([CH2:5][CH2:6][CH2:7][CH3:8])([CH2:10][CH2:11][CH2:12][CH3:13])/[CH:3]=[CH:2]/[CH2:1][OH:4])[CH2:15][CH2:16][CH3:17], predict the reactants needed to synthesize it. The reactants are: [CH2:1]([OH:4])[C:2]#[CH:3].[CH2:5]([SnH:9]([CH2:14][CH2:15][CH2:16][CH3:17])[CH2:10][CH2:11][CH2:12][CH3:13])[CH2:6][CH2:7][CH3:8]. (5) Given the product [C:1]([O:5][C:6]([N:8]1[CH2:13][CH2:12][CH:11]([CH2:14][CH:15]=[O:16])[CH2:10][CH2:9]1)=[O:7])([CH3:4])([CH3:3])[CH3:2], predict the reactants needed to synthesize it. The reactants are: [C:1]([O:5][C:6]([N:8]1[CH2:13][CH2:12][CH:11]([CH2:14][CH2:15][OH:16])[CH2:10][CH2:9]1)=[O:7])([CH3:4])([CH3:3])[CH3:2].C(OCC)C. (6) Given the product [CH3:18][N:19]([CH3:28])[C:20]1[CH:27]=[CH:26][C:23]([CH:24]2[C:9]3[NH:10][C:11]4[C:16]([C:8]=3[CH2:7][CH:5]([C:4]([O:3][CH2:1][CH3:2])=[O:17])[NH:6]2)=[CH:15][CH:14]=[CH:13][CH:12]=4)=[CH:22][CH:21]=1, predict the reactants needed to synthesize it. The reactants are: [CH2:1]([O:3][C:4](=[O:17])[C@H:5]([CH2:7][C:8]1[C:16]2[C:11](=[CH:12][CH:13]=[CH:14][CH:15]=2)[NH:10][CH:9]=1)[NH2:6])[CH3:2].[CH3:18][N:19]([CH3:28])[C:20]1[CH:27]=[CH:26][C:23]([CH:24]=O)=[CH:22][CH:21]=1.